This data is from Catalyst prediction with 721,799 reactions and 888 catalyst types from USPTO. The task is: Predict which catalyst facilitates the given reaction. (1) Reactant: [CH:1]1([N:4]2[C:13]3[C:8](=[CH:9][C:10]([F:16])=[C:11]([F:15])[C:12]=3[CH3:14])[C:7](=[O:17])[NH:6][C:5]2=[O:18])[CH2:3][CH2:2]1.[CH:19](NC(C)C)(C)C.[Li].IC.[Cl-].[NH4+]. Product: [CH:1]1([N:4]2[C:13]3[C:8](=[C:9]([CH3:19])[C:10]([F:16])=[C:11]([F:15])[C:12]=3[CH3:14])[C:7](=[O:17])[NH:6][C:5]2=[O:18])[CH2:2][CH2:3]1. The catalyst class is: 7. (2) Reactant: [F:1][C:2]([F:16])([F:15])/[CH:3]=[CH:4]/[C:5]1[CH:13]=[CH:12][C:8](C(O)=O)=[C:7](C)[CH:6]=1.[NH2:17][C:18]1[CH:19]=[C:20]2[C:24](=[CH:25][CH:26]=1)[C:23](=[O:27])[N:22]([CH2:28][CH2:29][OH:30])[C:21]2=[O:31].Cl.CN(C)CCCN=C=NCC.CCN([CH2:49][CH3:50])CC.[OH2:51]. Product: [OH:30][CH2:29][CH2:28][N:22]1[C:21](=[O:31])[C:20]2[C:24](=[CH:25][CH:26]=[C:18]([NH:17][C:13](=[O:51])[C:12]3[CH:8]=[CH:7][CH:6]=[C:5](/[CH:4]=[CH:3]/[C:2]([F:16])([F:15])[F:1])[C:49]=3[CH3:50])[CH:19]=2)[C:23]1=[O:27]. The catalyst class is: 2. (3) Reactant: [NH2:1][C:2]1[CH:7]=[CH:6][C:5]([C:8](=[O:16])[C:9]2[CH:14]=[CH:13][C:12]([Cl:15])=[CH:11][CH:10]=2)=[CH:4][C:3]=1[C:17]([C:19]1[S:20][CH:21]=[CH:22][CH:23]=1)=[O:18].[C:24](OC(=O)C)(=[O:26])[CH3:25]. Product: [Cl:15][C:12]1[CH:11]=[CH:10][C:9]([C:8]([C:5]2[CH:6]=[CH:7][C:2]([NH:1][C:24](=[O:26])[CH3:25])=[C:3]([C:17]([C:19]3[S:20][CH:21]=[CH:22][CH:23]=3)=[O:18])[CH:4]=2)=[O:16])=[CH:14][CH:13]=1. The catalyst class is: 11. (4) Reactant: C(OC([N:8]1[CH2:13][CH2:12][N:11]([C:14]2[CH:19]=[CH:18][C:17]([C:20]3[CH:25]=[CH:24][CH:23]=[CH:22][N:21]=3)=[CH:16][C:15]=2[CH:26]2[CH2:31][C:30]([CH3:33])([CH3:32])[CH2:29][C:28]([CH3:35])([CH3:34])[CH2:27]2)[CH2:10][CH2:9]1)=O)(C)(C)C.FC(F)(F)C(O)=O.ClCCl.[OH-].[Na+]. Product: [N:21]1[CH:22]=[CH:23][CH:24]=[CH:25][C:20]=1[C:17]1[CH:18]=[CH:19][C:14]([N:11]2[CH2:10][CH2:9][NH:8][CH2:13][CH2:12]2)=[C:15]([CH:26]2[CH2:31][C:30]([CH3:33])([CH3:32])[CH2:29][C:28]([CH3:35])([CH3:34])[CH2:27]2)[CH:16]=1. The catalyst class is: 69. (5) Reactant: [H-].C(O[Al](OC(C)(C)C)OC(C)(C)C)(C)(C)C.[Li+].[CH3:19][C@:20]12[CH2:37][CH:36]=[C:35]3[C@@H:25]([CH2:26][CH2:27][C@H:28]4[C@:33]3([CH3:34])[CH2:32][CH2:31][C:30](=[O:38])[CH2:29]4)[C@@H:24]1[CH2:23][CH2:22][C:21]2=[O:39]. Product: [OH:38][C@@H:30]1[CH2:31][CH2:32][C@@:33]2([CH3:34])[C@H:28]([CH2:27][CH2:26][C@@H:25]3[C:35]2=[CH:36][CH2:37][C@@:20]2([CH3:19])[C@H:24]3[CH2:23][CH2:22][C:21]2=[O:39])[CH2:29]1. The catalyst class is: 1. (6) Reactant: [Cl:1][C:2]1[C:10](I)=[C:5]2[CH:6]=[CH:7][CH:8]=[CH:9][N:4]2[N:3]=1.C([Li])CCC.CCCCCC.C1(C)C=CC(S([C:32]#[N:33])(=O)=O)=CC=1. Product: [Cl:1][C:2]1[C:10]([C:32]#[N:33])=[C:5]2[CH:6]=[CH:7][CH:8]=[CH:9][N:4]2[N:3]=1. The catalyst class is: 7.